From a dataset of Reaction yield outcomes from USPTO patents with 853,638 reactions. Predict the reaction yield, written as a fraction of the theoretical maximum amount of product (1.0 means a 100% yield; for example, 0.34 means a 34% yield). (1) The reactants are Br[C:2]1[C:7](=[O:8])[C:6]([O:9][CH3:10])=[CH:5][N:4]([C:11]2[C:24]([F:25])=[CH:23][C:14]3[O:15][C:16]([F:22])([F:21])[C:17]([F:20])([F:19])[O:18][C:13]=3[CH:12]=2)[N:3]=1.[C:26]1([N:32]2[C:36](B3OC(C)(C)C(C)(C)O3)=[CH:35][CH:34]=[N:33]2)[CH:31]=[CH:30][CH:29]=[CH:28][CH:27]=1.C([O-])([O-])=O.[K+].[K+]. The catalyst is C1(C)C=CC=CC=1.O.[Cl-].[Na+].O.C([O-])(O)=O.[Na+]. The product is [CH3:10][O:9][C:6]1[C:7](=[O:8])[C:2]([C:36]2[N:32]([C:26]3[CH:27]=[CH:28][CH:29]=[CH:30][CH:31]=3)[N:33]=[CH:34][CH:35]=2)=[N:3][N:4]([C:11]2[C:24]([F:25])=[CH:23][C:14]3[O:15][C:16]([F:22])([F:21])[C:17]([F:20])([F:19])[O:18][C:13]=3[CH:12]=2)[CH:5]=1. The yield is 0.660. (2) The reactants are [CH3:1][O:2][C:3](=[O:18])[C@@H:4]([N:13]1[CH:17]=[CH:16][CH:15]=[CH:14]1)[CH2:5][C:6]1[CH:11]=[CH:10][C:9]([OH:12])=[CH:8][CH:7]=1.[Br:19]N1C(=O)CCC1=O. The catalyst is C1COCC1. The product is [CH3:1][O:2][C:3](=[O:18])[C@@H:4]([N:13]1[CH:17]=[CH:16][C:15]([Br:19])=[CH:14]1)[CH2:5][C:6]1[CH:11]=[CH:10][C:9]([OH:12])=[CH:8][CH:7]=1. The yield is 0.820. (3) The yield is 0.420. The product is [CH3:16][C:17]1[C:18]([CH2:23][N:24]([CH2:31][C:32]2[C:37]([CH3:38])=[CH:36][CH:35]=[CH:34][N:33]=2)[CH:25]2[CH2:30][CH2:29][N:28]([C:1]([C:2]3[CH:3]=[CH:4][N:5]=[CH:6][CH:7]=3)=[O:9])[CH2:27][CH2:26]2)=[N:19][CH:20]=[CH:21][CH:22]=1. The catalyst is C(Cl)Cl.C1COCC1.[OH-].[Na+].CCOC(C)=O.CN(C=O)C. The reactants are [C:1]([OH:9])(=O)[C:2]1[CH:7]=[CH:6][N:5]=[CH:4][CH:3]=1.C(Cl)(=O)C(Cl)=O.[CH3:16][C:17]1[C:18]([CH2:23][N:24]([CH2:31][C:32]2[C:37]([CH3:38])=[CH:36][CH:35]=[CH:34][N:33]=2)[CH:25]2[CH2:30][CH2:29][NH:28][CH2:27][CH2:26]2)=[N:19][CH:20]=[CH:21][CH:22]=1.CCN(C(C)C)C(C)C. (4) The reactants are [Na:1].[CH3:2][C:3]1[C:4]([CH2:21][S:22]([C:24]2[NH:28][C:27]3[CH:29]=[CH:30][CH:31]=[CH:32][C:26]=3[N:25]=2)=[O:23])=[N:5][CH:6]=[CH:7][C:8]=1[O:9][CH2:10][CH2:11][C:12]1([CH2:18]CC)[O:17][CH2:16][CH2:15][CH2:14][O:13]1.CC1(CCO)OCCCO1. No catalyst specified. The product is [Na:1].[CH3:2][C:3]1[C:4]([CH2:21][S:22]([C:24]2[NH:25][C:26]3[CH:32]=[CH:31][CH:30]=[CH:29][C:27]=3[N:28]=2)=[O:23])=[N:5][CH:6]=[CH:7][C:8]=1[O:9][CH2:10][CH2:11][C:12]1([CH3:18])[O:17][CH2:16][CH2:15][CH2:14][O:13]1. The yield is 0.0250. (5) The reactants are Cl.[CH3:2][O:3][C:4]1[CH:5]=[C:6]([CH:11]=[CH:12][C:13]=1[C:14]1[O:18][C:17]([CH3:19])=[N:16][CH:15]=1)[C:7]([NH:9][NH2:10])=[O:8].[Cl:20][CH2:21][CH2:22][CH2:23][CH:24]([C:28]1[CH:33]=[CH:32][CH:31]=[C:30]([Cl:34])[C:29]=1[Cl:35])[C:25](O)=O.C(N(CC)CC)C.CN(C(ON1N=NC2C=CC=NC1=2)=[N+](C)C)C.F[P-](F)(F)(F)(F)F.C(Cl)(Cl)(Cl)Cl.C1(P(C2C=CC=CC=2)C2C=CC=CC=2)C=CC=CC=1. The catalyst is CN(C=O)C.[Cl-].[Na+].O.C(#N)C. The product is [Cl:20][CH2:21][CH2:22][CH2:23][CH:24]([C:25]1[O:8][C:7]([C:6]2[CH:11]=[CH:12][C:13]([C:14]3[O:18][C:17]([CH3:19])=[N:16][CH:15]=3)=[C:4]([O:3][CH3:2])[CH:5]=2)=[N:9][N:10]=1)[C:28]1[CH:33]=[CH:32][CH:31]=[C:30]([Cl:34])[C:29]=1[Cl:35]. The yield is 0.230. (6) The reactants are [SH:1]CCS.[OH-].[K+].[C:7](Cl)(=[O:11])[C:8]([CH3:10])=[CH2:9].CO[C:15]1[CH:20]=[CH:19][C:18](O)=[CH:17][CH:16]=1. The catalyst is [Br-].C([N+](CCCC)(CCCC)CCCC)CCC.C(Cl)Cl. The product is [C:7]([O:11][C:15]1[CH:20]=[CH:19][CH:18]=[CH:17][CH:16]=1)(=[S:1])[C:8]([CH3:10])=[CH2:9]. The yield is 0.580.